This data is from Forward reaction prediction with 1.9M reactions from USPTO patents (1976-2016). The task is: Predict the product of the given reaction. (1) The product is: [Cl:1][C:2]1[CH:3]=[CH:4][C:5]2[N:11]3[C:12]([CH2:15][OH:16])=[CH:13][CH:14]=[C:10]3[C@@H:9]([CH2:17][CH2:18][C:19]([N:21]3[CH2:26][CH2:25][CH:24]([CH2:27][C:28]([OH:30])=[O:29])[CH2:23][CH2:22]3)=[O:20])[O:8][C@H:7]([C:33]3[CH:38]=[CH:37][CH:36]=[C:35]([O:39][CH3:40])[C:34]=3[O:41][CH3:42])[C:6]=2[CH:43]=1. Given the reactants [Cl:1][C:2]1[CH:3]=[CH:4][C:5]2[N:11]3[C:12]([CH2:15][OH:16])=[CH:13][CH:14]=[C:10]3[C@@H:9]([CH2:17][CH2:18][C:19]([N:21]3[CH2:26][CH2:25][CH:24]([CH2:27][C:28]([O:30]CC)=[O:29])[CH2:23][CH2:22]3)=[O:20])[O:8][C@H:7]([C:33]3[CH:38]=[CH:37][CH:36]=[C:35]([O:39][CH3:40])[C:34]=3[O:41][CH3:42])[C:6]=2[CH:43]=1, predict the reaction product. (2) Given the reactants [CH3:1][N:2]1[CH:6]=[C:5]([C:7]2[S:8][CH:9]=[CH:10][C:11]=2[NH2:12])[N:4]=[CH:3]1.[CH3:13][O:14][C:15]1[CH:20]=[CH:19][C:18]([CH2:21][C:22](O)=[O:23])=[CH:17][CH:16]=1, predict the reaction product. The product is: [CH3:13][O:14][C:15]1[CH:20]=[CH:19][C:18]([CH2:21][C:22]([NH:12][C:11]2[CH:10]=[CH:9][S:8][C:7]=2[C:5]2[N:4]=[CH:3][N:2]([CH3:1])[CH:6]=2)=[O:23])=[CH:17][CH:16]=1. (3) The product is: [CH:18]1([N:5]2[C:4](=[O:21])[CH:3]=[C:2]([NH:26][CH3:25])[N:7]([C:8]3[CH:13]=[CH:12][CH:11]=[C:10]([N+:14]([O-:16])=[O:15])[CH:9]=3)[C:6]2=[O:17])[CH2:20][CH2:19]1. Given the reactants Cl[C:2]1[N:7]([C:8]2[CH:13]=[CH:12][CH:11]=[C:10]([N+:14]([O-:16])=[O:15])[CH:9]=2)[C:6](=[O:17])[N:5]([CH:18]2[CH2:20][CH2:19]2)[C:4](=[O:21])[CH:3]=1.C(O)C.[CH3:25][NH2:26], predict the reaction product. (4) Given the reactants [C:1](OC(=O)C)(=[O:3])[CH3:2].[CH3:8][O:9][C:10]1[CH:11]=[CH:12][C:13]([CH2:37][CH2:38][O:39][CH3:40])=[C:14]([NH:16][C:17]2[C:18]([NH:27][S:28]([CH:31]3[CH2:36][CH2:35][NH:34][CH2:33][CH2:32]3)(=[O:30])=[O:29])=[N:19][C:20]3[C:25]([N:26]=2)=[CH:24][CH:23]=[CH:22][CH:21]=3)[CH:15]=1.CCN(CC)CC, predict the reaction product. The product is: [C:1]([N:34]1[CH2:35][CH2:36][CH:31]([S:28]([NH:27][C:18]2[C:17]([NH:16][C:14]3[CH:15]=[C:10]([O:9][CH3:8])[CH:11]=[CH:12][C:13]=3[CH2:37][CH2:38][O:39][CH3:40])=[N:26][C:25]3[C:20](=[CH:21][CH:22]=[CH:23][CH:24]=3)[N:19]=2)(=[O:30])=[O:29])[CH2:32][CH2:33]1)(=[O:3])[CH3:2]. (5) Given the reactants [CH:1]1[CH:2]=[CH:3][C:4]2[S:9][N:8]=[C:7]([N:10]3[CH2:15][CH2:14][N:13]([CH2:16][CH2:17][C:18]4[CH:19]=[C:20]5[CH2:28][C:26](=[O:27])[NH:25][C:21]5=[CH:22][C:23]=4[Cl:24])[CH2:12][CH2:11]3)[C:5]=2[CH:6]=1.C([O:31]CC)C.CN(C)C=O.[ClH:39], predict the reaction product. The product is: [CH2:12]1[N:13]([CH2:16][CH2:17][C:18]2[CH:19]=[C:20]3[CH2:28][C:26]([NH:25][C:21]3=[CH:22][C:23]=2[Cl:24])=[O:27])[CH2:14][CH2:15][N:10]([C:7]2[C:5]3[C:4](=[CH:3][CH:2]=[CH:1][CH:6]=3)[S:9][N:8]=2)[CH2:11]1.[OH2:31].[ClH:39]. (6) Given the reactants [Br:1][C:2]1[CH2:6][CH:5]([C:7]([O:9][CH2:10][CH3:11])=[O:8])[N:4]([C:12]2[C:17]([Cl:18])=[CH:16][CH:15]=[CH:14][N:13]=2)[N:3]=1.S(OOS([O-])(=O)=O)([O-])(=O)=O.[K+].[K+].S(=O)(=O)(O)O, predict the reaction product. The product is: [Br:1][C:2]1[CH:6]=[C:5]([C:7]([O:9][CH2:10][CH3:11])=[O:8])[N:4]([C:12]2[C:17]([Cl:18])=[CH:16][CH:15]=[CH:14][N:13]=2)[N:3]=1.